This data is from Forward reaction prediction with 1.9M reactions from USPTO patents (1976-2016). The task is: Predict the product of the given reaction. (1) Given the reactants Br[C:2]1[C:3]2[N:4]([N:8]=[C:9]([Cl:11])[N:10]=2)[CH:5]=[CH:6][CH:7]=1.[CH:12]([O:15][C:16]1[CH:21]=[CH:20][CH:19]=[CH:18][C:17]=1B(O)O)([CH3:14])[CH3:13], predict the reaction product. The product is: [Cl:11][C:9]1[N:10]=[C:3]2[C:2]([C:17]3[CH:18]=[CH:19][CH:20]=[CH:21][C:16]=3[O:15][CH:12]([CH3:14])[CH3:13])=[CH:7][CH:6]=[CH:5][N:4]2[N:8]=1. (2) Given the reactants C([O:5][C:6]([C:8]1([S:14]([C:17]2[S:18][C:19]([C:22]3[CH:27]=[CH:26][C:25]([O:28][CH2:29][CH2:30][CH2:31][CH3:32])=[CH:24][CH:23]=3)=[CH:20][CH:21]=2)(=[O:16])=[O:15])[CH2:13][CH2:12][O:11][CH2:10][CH2:9]1)=[O:7])(C)(C)C.FC(F)(F)C(O)=O, predict the reaction product. The product is: [CH2:29]([O:28][C:25]1[CH:26]=[CH:27][C:22]([C:19]2[S:18][C:17]([S:14]([C:8]3([C:6]([OH:7])=[O:5])[CH2:13][CH2:12][O:11][CH2:10][CH2:9]3)(=[O:16])=[O:15])=[CH:21][CH:20]=2)=[CH:23][CH:24]=1)[CH2:30][CH2:31][CH3:32]. (3) Given the reactants [OH:1][B:2]1[C:6]2[CH:7]=[C:8]([O:12][C:13]3[CH:18]=[C:17]([C:19](=[NH:22])[NH:20][OH:21])[CH:16]=[CH:15][N:14]=3)[CH:9]=[C:10]([CH3:11])[C:5]=2[CH:4]([CH2:23][C:24]([O:26]CC)=[O:25])[O:3]1.Cl, predict the reaction product. The product is: [OH:1][B:2]1[C:6]2[CH:7]=[C:8]([O:12][C:13]3[CH:18]=[C:17]([C:19](=[NH:22])[NH:20][OH:21])[CH:16]=[CH:15][N:14]=3)[CH:9]=[C:10]([CH3:11])[C:5]=2[CH:4]([CH2:23][C:24]([OH:26])=[O:25])[O:3]1. (4) Given the reactants [Br:1][C:2]1[C:3](=[O:25])[N:4]([CH2:17][C:18]2[CH:23]=[CH:22][CH:21]=[C:20]([F:24])[CH:19]=2)[C:5]([CH3:16])=[CH:6][C:7]=1[C:8]#[C:9][C:10]1[CH:15]=[CH:14][CH:13]=[CH:12][CH:11]=1.[H][H], predict the reaction product. The product is: [Br:1][C:2]1[C:3](=[O:25])[N:4]([CH2:17][C:18]2[CH:23]=[CH:22][CH:21]=[C:20]([F:24])[CH:19]=2)[C:5]([CH3:16])=[CH:6][C:7]=1[CH2:8][CH2:9][C:10]1[CH:15]=[CH:14][CH:13]=[CH:12][CH:11]=1. (5) Given the reactants [CH3:1][C:2]1([CH3:23])[C:11]2[C:6](=[CH:7][CH:8]=[C:9]([C:12]([F:15])([F:14])[F:13])[CH:10]=2)[NH:5][CH:4]([C:16]2[CH:17]=[C:18]([NH2:22])[CH:19]=[CH:20][CH:21]=2)[CH2:3]1.N1C=CC=CC=1.[F:30][C:31]1[CH:36]=[CH:35][C:34]([S:37](Cl)(=[O:39])=[O:38])=[CH:33][CH:32]=1, predict the reaction product. The product is: [CH3:1][C:2]1([CH3:23])[C:11]2[C:6](=[CH:7][CH:8]=[C:9]([C:12]([F:15])([F:13])[F:14])[CH:10]=2)[NH:5][CH:4]([C:16]2[CH:17]=[C:18]([NH:22][S:37]([C:34]3[CH:35]=[CH:36][C:31]([F:30])=[CH:32][CH:33]=3)(=[O:39])=[O:38])[CH:19]=[CH:20][CH:21]=2)[CH2:3]1. (6) Given the reactants [NH2:1][C:2]1[C:3]2[N:14]([CH2:15][O:16][CH2:17][C:18]3[CH:23]=[CH:22][CH:21]=[CH:20][CH:19]=3)[CH:13]=[C:12]([C:24]#[C:25][CH2:26][CH:27]3[CH2:32][CH2:31][N:30](C(OC(C)(C)C)=O)[CH2:29][CH2:28]3)[C:4]=2[N:5]=[C:6]([CH2:8][CH2:9][CH2:10][CH3:11])[N:7]=1.Cl.O1CCOCC1, predict the reaction product. The product is: [CH2:17]([O:16][CH2:15][N:14]1[C:3]2[C:2]([NH2:1])=[N:7][C:6]([CH2:8][CH2:9][CH2:10][CH3:11])=[N:5][C:4]=2[C:12]([C:24]#[C:25][CH2:26][CH:27]2[CH2:28][CH2:29][NH:30][CH2:31][CH2:32]2)=[CH:13]1)[C:18]1[CH:19]=[CH:20][CH:21]=[CH:22][CH:23]=1.